Dataset: Drug-target binding data from BindingDB using Ki measurements. Task: Regression. Given a target protein amino acid sequence and a drug SMILES string, predict the binding affinity score between them. We predict pKi (pKi = -log10(Ki in M); higher means stronger inhibition). Dataset: bindingdb_ki. (1) The compound is CC(C)CC(NC(=O)OCc1ccccc1)C(=O)NC(Cc1ccccc1)C(=O)C(=O)NCc1ccccc1. The target protein (P17655) has sequence MAGIAAKLAKDREAAEGLGSHDRAIKYLNQDYEALRNECLEAGTLFQDPSFPAIPSALGFKELGPYSSKTRGIEWKRPTEICADPQFIIGGATRTDICQGALGDCWLLAAIASLTLNEEILARVVPLNQSFQENYAGIFHFQFWQYGEWVEVVVDDRLPTKDGELLFVHSAEGSEFWSALLEKAYAKINGCYEALSGGATTEGFEDFTGGIAEWYELKKPPPNLFKIIQKALQKGSLLGCSIDITSAADSEAITFQKLVKGHAYSVTGAEEVESNGSLQKLIRIRNPWGEVEWTGRWNDNCPSWNTIDPEERERLTRRHEDGEFWMSFSDFLRHYSRLEICNLTPDTLTSDTYKKWKLTKMDGNWRRGSTAGGCRNYPNTFWMNPQYLIKLEEEDEDEEDGESGCTFLVGLIQKHRRRQRKMGEDMHTIGFGIYEVPEELSGQTNIHLSKNFFLTNRARERSDTFINLREVLNRFKLPPGEYILVPSTFEPNKDGDFCIR.... The pKi is 9.8. (2) The compound is COCCCC/C(=N\OCCN)c1ccc(C(F)(F)F)cc1. The target is MLLARMKPQVQPELGGADQ. The pKi is 5.3.